This data is from Experimentally validated miRNA-target interactions with 360,000+ pairs, plus equal number of negative samples. The task is: Binary Classification. Given a miRNA mature sequence and a target amino acid sequence, predict their likelihood of interaction. (1) The miRNA is hsa-miR-3923 with sequence AACUAGUAAUGUUGGAUUAGGG. The protein sequence of the target gene is MEAETKTLPLENASILSEGSLQEGHRLWIGNLDPKITEYHLLKLLQKFGKVKQFDFLFHKSGALEGQPRGYCFVNFETKQEAEQAIQCLNGKLALSKKLVVRWAHAQVKRYDHNKNDKILPISLEPSSSTEPTQSNLSVTAKIKAIEAKLKMMAENPDAEYPAAPVYSYFKPPDKKRTTPYSRTAWKSRR. Result: 0 (no interaction). (2) The miRNA is mmu-miR-448-3p with sequence UUGCAUAUGUAGGAUGUCCCAU. The protein sequence of the target gene is MLPLLLLPLLWGGSLQEKPVYELQVQKSVTVQEGLCVLVPCSFSYPWRSWYSSPPLYVYWFRDGEIPYYAEVVATNNPDRRVKPETQGRFRLLGDVQKKNCSLSIGDARMEDTGSYFFRVERGRDVKYSYQQNKLNLEVTALIEKPDIHFLEPLESGRPTRLSCSLPGSCEAGPPLTFSWTGNALSPLDPETTRSSELTLTPRPEDHGTNLTCQMKRQGAQVTTERTVQLNVSYAPQTITIFRNGIALEILQNTSYLPVLEGQALRLLCDAPSNPPAHLSWFQGSPALNATPISNTGILE.... Result: 0 (no interaction). (3) The miRNA is kshv-miR-K12-5-3p with sequence UAGGAUGCCUGGAACUUGCCGGU. The protein sequence of the target gene is MDTIFLWSLLLLFFGSQASRCSAQKNTEFAVDLYQEVSLSHKDNIIFSPLGITLVLEMVQLGAKGKAQQQIRQTLKQQETSAGEEFFVLKSFFSAISEKKQEFTFNLANALYLQEGFTVKEQYLHGNKEFFQSAIKLVDFQDAKACAEMISTWVERKTDGKIKDMFSGEEFGPLTRLVLVNAIYFKGDWKQKFRKEDTQLINFTKKNGSTVKIPMMKALLRTKYGYFSESSLNYQVLELSYKGDEFSLIIILPAEGMDIEEVEKLITAQQILKWLSEMQEEEVEISLPRFKVEQKVDFKD.... Result: 0 (no interaction). (4) The miRNA is hsa-miR-6768-3p with sequence CAAAGGCCACAUUCUCCUGUGCAC. The protein sequence of the target gene is MATQSDMEKEQKHQQDEGQGGLNNETALASGDACGTGNQDPAASVTTVSSQASPSGGAALSSSTAGSSAAAATSAAIFITDEASGLPIIAAVLTERHSDRQDCRSPHEVFGCVVPEGGSQAAVGPQKATGHADEHLAQTKSPGNSRRRKQPCRNQAAPAQKPPGRRLFPEPLPPSSPGFRPSSYPCSGASTSSQATQPGPALLSHASEARPATRSRITLVASALRRRASGPGPVIRGCTAQPGPAFPHRATHLDPARLSPESAPGPARRGRASVPGPARRGCDSAPGPARRGRDSAPVSA.... Result: 1 (interaction). (5) The miRNA is hsa-miR-3163 with sequence UAUAAAAUGAGGGCAGUAAGAC. The protein sequence of the target gene is MSAAWIPALGLGVCLLLLPGPAGSEGAAPIAITCFTRGLDIRKEKADVLCPGGCPLEEFSVYGNIVYASVSSICGAAVHRGVISNSGGPVRVYSLPGRENYSSVDANGIQSQMLSRWSASFTVTKGKSSTQEATGQAVSTAHPPTGKRLKKTPEKKTGNKDCKADIAFLIDGSFNIGQRRFNLQKNFVGKVALMLGIGTEGPHVGLVQASEHPKIEFYLKNFTSAKDVLFAIKEVGFRGGNSNTGKALKHTAQKFFTVDAGVRKGIPKVVVVFIDGWPSDDIEEAGIVAREFGVNVFIVS.... Result: 1 (interaction). (6) The miRNA is hsa-miR-593-3p with sequence UGUCUCUGCUGGGGUUUCU. The protein sequence of the target gene is MHWLRKVQGLCTLWGTQMSSRTLYINSRQLVSLQWGHQEVPAKFNFASDVLDHWADMEKAGKRLPSPALWWVNGKGKELMWNFRELSENSQQAANVLSGACGLQRGDRVAVVLPRVPEWWLVILGCIRAGLIFMPGTIQMKSTDILYRLQMSKAKAIVAGDEVIQEVDTVASECPSLRIKLLVSEKSCDGWLNFKKLLNEASTTHHCVETGSQEASAIYFTSGTSGLPKMAEHSYSSLGLKAKMDAGWTGLQASDIMWTISDTGWILNILCSLMEPWALGACTFVHLLPKFDPLVILKTL.... Result: 1 (interaction). (7) The miRNA is hsa-miR-5197-3p with sequence AAGAAGAGACUGAGUCAUCGAAU. The protein sequence of the target gene is MTRGAWMCRQYDDGLKIWLAAPRENEKPFIDSERAQKWRLSLASLLFFTVLLSDHLWFCAEAKLTRTRDKEHHQQQQQQQQQQQQQQQQQQQQQQRQQQRQRQQQRQRQQEPSWPALLASMGESSPAAQAHRLLSASSSPTLPPSPGGGGGSKGNRGKNNRSRALFLGNSAKPVWRLETCYPQGASSGQCFTVESADAVCARNWSRGAAAGEEQSSRGSRPTPLWNLSDFYLSFCNSYTLWELFSGLSSPSTLNCSLDVVLTEGGEMTTCRQCIEAYQDYDHHAQEKYEEFESVLHKYLQ.... Result: 0 (no interaction). (8) The miRNA is hsa-miR-4281 with sequence GGGUCCCGGGGAGGGGGG. The protein sequence of the target gene is MSLFGLLLLTSALAGQRQGTQAESNLSSKFQFSSNKEQNGVQDPQHERIITVSTNGSIHSPRFPHTYPRNTVLVWRLVAVEENVWIQLTFDERFGLEDPEDDICKYDFVEVEEPSDGTILGRWCGSGTVPGKQISKGNQIRIRFVSDEYFPSEPGFCIHYNIVMPQFTEAVSPSVLPPSALPLDLLNNAITAFSTLEDLIRYLEPERWQLDLEDLYRPTWQLLGKAFVFGRKSRVVDLNLLTEEVRLYSCTPRNFSVSIREELKRTDTIFWPGCLLVKRCGGNCACCLHNCNECQCVPSK.... Result: 0 (no interaction). (9) The miRNA is hsa-miR-4516 with sequence GGGAGAAGGGUCGGGGC. The protein sequence of the target gene is MSLVAYASSDESEPDEAEPEPEEEEAVAPTSGPALGGLFASLPAPKGPALLPPPPQMLAPAFPPPLLLPPPTGDPRLQPPPPLPFGLGGFPPPPGVSPAEAAGVGEGLGLGLPSPRGPGLNLPPPIGGAGPPLGLPKPKKRKEPVKIAAPELHKGDSDSEEDEPTKKKTILQGSSEGTGLSALLPQPKNLTVKETNRLLLPHAFSRKPSDGSPDTKPSRLASKTKTSSLAPVVGTTTTTPSPSAIKAAAKSAALQVTKQITQEEDDSDEEVAPENFFSLPEKAEPPGVEPYPYPIPTVPE.... Result: 0 (no interaction). (10) Result: 0 (no interaction). The protein sequence of the target gene is MELNAGGVIAYISSSSSASSPASCHSEGSENSFQSSSSSVPSSPNSSNCDANGNPKNADISSIDGVLKSDRTDCPVKTGKTSAPGMTKSHSGMTKFSGMVLLCKVCGDVASGFHYGVHACEGCKGFFRRSIQQNIQYKKCLKNENCSIMRMNRNRCQQCRFKKCLSVGMSRDAVRFGRIPKREKQRMLIEMQSAMKTMMNTQFSGHLQNDTLAEQHDQSALPAQEQLRPKSQLEQENIKNTPSDFAKEEVIGMVTRAHKDTFLYNQEHRENSSESMPPQRGERIPRNMEQYNLNQDHRGS.... The miRNA is hsa-miR-5195-3p with sequence AUCCAGUUCUCUGAGGGGGCU.